Dataset: Forward reaction prediction with 1.9M reactions from USPTO patents (1976-2016). Task: Predict the product of the given reaction. (1) Given the reactants [CH:1]([C:3]1[N:19]=[CH:18][C:6]2[O:7][CH2:8][CH2:9][N:10]([C:11]([O:13][C:14]([CH3:17])([CH3:16])[CH3:15])=[O:12])[C:5]=2[CH:4]=1)=O.[NH2:20][CH:21]1[CH2:30][C:29]2[N:28]=[CH:27][C:26]([N:31]3[C:36](=[O:37])[CH:35]=[N:34][C:33]4[CH:38]=[CH:39][C:40]([O:42][CH3:43])=[N:41][C:32]3=4)=[CH:25][C:24]=2[CH2:23][CH2:22]1.C(O[BH-](OC(=O)C)OC(=O)C)(=O)C.[Na+], predict the reaction product. The product is: [CH3:43][O:42][C:40]1[CH:39]=[CH:38][C:33]2[N:34]=[CH:35][C:36](=[O:37])[N:31]([C:26]3[CH:27]=[N:28][C:29]4[CH2:30][CH:21]([NH:20][CH2:1][C:3]5[CH:4]=[CH:5][C:6]6[O:7][CH2:8][CH2:9][N:10]([C:11]([O:13][C:14]([CH3:17])([CH3:16])[CH3:15])=[O:12])[C:18]=6[N:19]=5)[CH2:22][CH2:23][C:24]=4[CH:25]=3)[C:32]=2[N:41]=1. (2) Given the reactants [OH:1][C:2]1[C:3](=[O:23])[N:4]([CH3:22])[N:5]=[CH:6][C:7]=1[C:8]1[CH:13]=[CH:12][C:11]([C:14]([F:17])([F:16])[F:15])=[CH:10][C:9]=1[S:18]([CH3:21])(=[O:20])=[O:19].C1(C)C=C[C:27]([S:30](Cl)(=[O:32])=[O:31])=[CH:26][CH:25]=1.C(#N)C.C(=O)([O-])[O-].[K+].[K+], predict the reaction product. The product is: [CH3:22][N:4]1[C:3](=[O:23])[C:2]([O:1][S:30]([CH2:27][CH2:26][CH3:25])(=[O:32])=[O:31])=[C:7]([C:8]2[CH:13]=[CH:12][C:11]([C:14]([F:15])([F:17])[F:16])=[CH:10][C:9]=2[S:18]([CH3:21])(=[O:19])=[O:20])[CH:6]=[N:5]1.